This data is from Reaction yield outcomes from USPTO patents with 853,638 reactions. The task is: Predict the reaction yield, written as a fraction of the theoretical maximum amount of product (1.0 means a 100% yield; for example, 0.34 means a 34% yield). (1) The reactants are [Cl:1][C:2]1[C:11]2[C:6](=[CH:7][CH:8]=[CH:9][CH:10]=2)[CH:5]=[C:4]([C:12]2[CH:17]=[CH:16][C:15]([O:18][CH3:19])=[CH:14][CH:13]=2)[N:3]=1.[CH2:20]([CH:22]1[CH2:27][CH2:26][NH:25][CH2:24][CH2:23]1)[CH3:21].C(N(CC)CC)C. The catalyst is CN(C)C=O. The product is [ClH:1].[CH2:20]([CH:22]1[CH2:27][CH2:26][N:25]([C:2]2[C:11]3[C:6](=[CH:7][CH:8]=[CH:9][CH:10]=3)[CH:5]=[C:4]([C:12]3[CH:17]=[CH:16][C:15]([O:18][CH3:19])=[CH:14][CH:13]=3)[N:3]=2)[CH2:24][CH2:23]1)[CH3:21]. The yield is 0.130. (2) The product is [O:1]1[CH:5]=[CH:4][CH:3]=[C:2]1[C:6]1[O:7][C:8]([CH3:37])=[C:9]([CH2:11][O:12][C:13]2[CH:34]=[CH:33][C:16]([CH2:17][O:18][C:19]3[C:23]([CH2:24][C:25]([OH:44])=[O:41])=[CH:22][N:21]([C:27]4[CH:28]=[CH:29][CH:30]=[CH:31][CH:32]=4)[N:20]=3)=[CH:15][C:14]=2[O:35][CH3:36])[N:10]=1. The yield is 0.910. The reactants are [O:1]1[CH:5]=[CH:4][CH:3]=[C:2]1[C:6]1[O:7][C:8]([CH3:37])=[C:9]([CH2:11][O:12][C:13]2[CH:34]=[CH:33][C:16]([CH2:17][O:18][C:19]3[C:23]([CH2:24][C:25]#N)=[CH:22][N:21]([C:27]4[CH:32]=[CH:31][CH:30]=[CH:29][CH:28]=4)[N:20]=3)=[CH:15][C:14]=2[O:35][CH3:36])[N:10]=1.C(O)C.[OH-:41].[Na+].Cl.[OH2:44]. No catalyst specified.